Dataset: Forward reaction prediction with 1.9M reactions from USPTO patents (1976-2016). Task: Predict the product of the given reaction. (1) Given the reactants [NH2:1][C:2]1[CH:7]=[CH:6][CH:5]=[CH:4][CH:3]=1.C(=O)(O)[O-].[Na+].[F:13][C:14]1[CH:23]=[CH:22][C:17]([C:18](=[O:21])[CH2:19]Br)=[CH:16][CH:15]=1, predict the reaction product. The product is: [NH:1]([CH2:19][C:18]([C:17]1[CH:22]=[CH:23][C:14]([F:13])=[CH:15][CH:16]=1)=[O:21])[C:2]1[CH:7]=[CH:6][CH:5]=[CH:4][CH:3]=1. (2) Given the reactants [C:1]([O:5][C:6]([CH2:8][NH:9][CH2:10][C:11]1[CH:12]=[C:13]([C:17]2[CH:22]=[CH:21][C:20]([CH2:23][CH:24]([O:29][CH2:30][CH3:31])[C:25]([O:27]C)=[O:26])=[CH:19][CH:18]=2)[CH:14]=[CH:15][CH:16]=1)=[O:7])([CH3:4])([CH3:3])[CH3:2].CO.[OH-].[Li+].Cl, predict the reaction product. The product is: [C:1]([O:5][C:6]([CH2:8][NH:9][CH2:10][C:11]1[CH:12]=[C:13]([C:17]2[CH:22]=[CH:21][C:20]([CH2:23][CH:24]([O:29][CH2:30][CH3:31])[C:25]([OH:27])=[O:26])=[CH:19][CH:18]=2)[CH:14]=[CH:15][CH:16]=1)=[O:7])([CH3:3])([CH3:4])[CH3:2].